This data is from Forward reaction prediction with 1.9M reactions from USPTO patents (1976-2016). The task is: Predict the product of the given reaction. (1) Given the reactants [CH2:1]([N:8]([CH2:10][C:11]1[C:12]([C:43](O)=[O:44])=[C:13]([N:28]([CH2:34][C:35]2[C:40]([F:41])=[CH:39][CH:38]=[CH:37][C:36]=2[F:42])[C:29](OCC)=[O:30])[S:14][C:15]=1[C:16]1[CH:21]=[CH:20][C:19]([NH:22][C:23]([NH:25][O:26][CH3:27])=[O:24])=[CH:18][CH:17]=1)[CH3:9])[C:2]1[CH:7]=[CH:6][CH:5]=[CH:4][CH:3]=1.[NH2:46][CH2:47][CH:48]([OH:50])[CH3:49], predict the reaction product. The product is: [CH2:1]([N:8]([CH2:10][C:11]1[C:12]2[C:43](=[O:44])[N:46]([CH2:47][CH:48]([OH:50])[CH3:49])[C:29](=[O:30])[N:28]([CH2:34][C:35]3[C:36]([F:42])=[CH:37][CH:38]=[CH:39][C:40]=3[F:41])[C:13]=2[S:14][C:15]=1[C:16]1[CH:21]=[CH:20][C:19]([NH:22][C:23]([NH:25][O:26][CH3:27])=[O:24])=[CH:18][CH:17]=1)[CH3:9])[C:2]1[CH:3]=[CH:4][CH:5]=[CH:6][CH:7]=1. (2) Given the reactants [Br:1][C:2]1[C:3]([CH3:20])=[C:4]([N:8]2[CH:17](O)[CH2:16][C:15]3[C:10](=[CH:11][CH:12]=[CH:13][CH:14]=3)[C:9]2=[O:19])[CH:5]=[CH:6][CH:7]=1.C([SiH](CC)CC)C.C(O)(C(F)(F)F)=O, predict the reaction product. The product is: [Br:1][C:2]1[C:3]([CH3:20])=[C:4]([N:8]2[CH:17]=[CH:16][C:15]3[C:10](=[CH:11][CH:12]=[CH:13][CH:14]=3)[C:9]2=[O:19])[CH:5]=[CH:6][CH:7]=1. (3) Given the reactants [F:1][C:2]([F:9])([F:8])/[CH:3]=[CH:4]/[C:5](O)=[O:6].C(Cl)(=O)C(Cl)=O.Cl.[CH3:17][C:18]1[CH:23]=[CH:22][N:21]=[C:20]([CH2:24][CH2:25][CH2:26][NH2:27])[CH:19]=1.CCOP(O)N(C(C)C)C(C)C, predict the reaction product. The product is: [F:1][C:2]([F:9])([F:8])/[CH:3]=[CH:4]/[C:5]([NH:27][CH2:26][CH2:25][CH2:24][C:20]1[CH:19]=[C:18]([CH3:17])[CH:23]=[CH:22][N:21]=1)=[O:6]. (4) Given the reactants CO[C:3]([C@H:5]1[CH2:9][C@H:8]([OH:10])[C@@H:7]([NH:11][C:12]([C:14]2[S:15][C:16]([Cl:19])=[CH:17][CH:18]=2)=[O:13])[CH2:6]1)=[O:4].[NH2:20][C:21]1[CH:26]=[CH:25][C:24]([N:27]2[CH:32]=[CH:31][CH:30]=[CH:29][C:28]2=[O:33])=[CH:23][CH:22]=1, predict the reaction product. The product is: [OH:10][C@H:8]1[CH2:9][C@H:5]([C:3](=[O:4])[NH:20][C:21]2[CH:26]=[CH:25][C:24]([N:27]3[CH:32]=[CH:31][CH:30]=[CH:29][C:28]3=[O:33])=[CH:23][CH:22]=2)[CH2:6][C@@H:7]1[NH:11][C:12]([C:14]1[S:15][C:16]([Cl:19])=[CH:17][CH:18]=1)=[O:13]. (5) Given the reactants [F:1][C:2]1([F:9])[CH2:5][CH:4]([C:6]([OH:8])=O)[CH2:3]1.S(Cl)(Cl)=O.[O:14]1[CH2:19][CH2:18][CH2:17][O:16][CH:15]1[C:20]1[CH:25]=[CH:24][C:23]([C:26]2[S:27][C:28]3[C:33]([N:34]=2)=[CH:32][CH:31]=[C:30]([Sn](C)(C)C)[N:29]=3)=[C:22]([F:39])[CH:21]=1, predict the reaction product. The product is: [O:16]1[CH2:17][CH2:18][CH2:19][O:14][CH:15]1[C:20]1[CH:25]=[CH:24][C:23]([C:26]2[S:27][C:28]3[C:33]([N:34]=2)=[CH:32][CH:31]=[C:30]([C:6]([CH:4]2[CH2:3][C:2]([F:1])([F:9])[CH2:5]2)=[O:8])[N:29]=3)=[C:22]([F:39])[CH:21]=1.